From a dataset of Catalyst prediction with 721,799 reactions and 888 catalyst types from USPTO. Predict which catalyst facilitates the given reaction. Reactant: [Cl:1][C:2]1[CH:7]=[CH:6][C:5]([N:8]2[C:13](=[O:14])[C:12]3[CH:15]=[N:16][N:17]([C:18]4[CH:23]=[CH:22][CH:21]=[C:20]([S:24]([CH3:27])(=[O:26])=[O:25])[CH:19]=4)[C:11]=3[N:10]=[C:9]2[C:28]2[CH:33]=[CH:32][C:31](B3OC(C)(C)C(C)(C)O3)=[CH:30][CH:29]=2)=[CH:4][CH:3]=1.Br[C:44]1[N:49]=[CH:48][CH:47]=[CH:46][N:45]=1.C(=O)([O-])[O-].[Cs+].[Cs+]. Product: [Cl:1][C:2]1[CH:3]=[CH:4][C:5]([N:8]2[C:13](=[O:14])[C:12]3[CH:15]=[N:16][N:17]([C:18]4[CH:23]=[CH:22][CH:21]=[C:20]([S:24]([CH3:27])(=[O:26])=[O:25])[CH:19]=4)[C:11]=3[N:10]=[C:9]2[C:28]2[CH:29]=[CH:30][C:31]([C:44]3[N:49]=[CH:48][CH:47]=[CH:46][N:45]=3)=[CH:32][CH:33]=2)=[CH:6][CH:7]=1. The catalyst class is: 423.